This data is from Catalyst prediction with 721,799 reactions and 888 catalyst types from USPTO. The task is: Predict which catalyst facilitates the given reaction. (1) Reactant: [CH3:1][O:2][C:3]1[CH:36]=[CH:35][C:6]([CH2:7][N:8]2[C:12]3=[N:13][CH:14]=[CH:15][C:16]([O:17][C:18]4[CH:23]=[CH:22][C:21]([NH2:24])=[CH:20][C:19]=4[F:25])=[C:11]3[C:10]([N:26]3[CH2:31][CH2:30][CH:29]([N:32]([CH3:34])[CH3:33])[CH2:28][CH2:27]3)=[N:9]2)=[CH:5][CH:4]=1.[F:37][C:38]1[CH:43]=[CH:42][C:41]([N:44]2[C:49](=[O:50])[C:48]([C:51](O)=[O:52])=[CH:47][CH:46]=[N:45]2)=[CH:40][CH:39]=1.Cl.C(N=C=NCCCN(C)C)C.N1(O)C2C=CC=CC=2N=N1.C(N(C(C)C)C(C)C)C. Product: [CH3:34][N:32]([CH3:33])[CH:29]1[CH2:30][CH2:31][N:26]([C:10]2[C:11]3[C:12](=[N:13][CH:14]=[CH:15][C:16]=3[O:17][C:18]3[CH:23]=[CH:22][C:21]([NH:24][C:51]([C:48]4[C:49](=[O:50])[N:44]([C:41]5[CH:42]=[CH:43][C:38]([F:37])=[CH:39][CH:40]=5)[N:45]=[CH:46][CH:47]=4)=[O:52])=[CH:20][C:19]=3[F:25])[N:8]([CH2:7][C:6]3[CH:5]=[CH:4][C:3]([O:2][CH3:1])=[CH:36][CH:35]=3)[N:9]=2)[CH2:27][CH2:28]1. The catalyst class is: 3. (2) Reactant: [CH2:1]([O:3][C:4](=[O:41])[CH:5]([NH:22][C:23]([C:25]1([NH:30][C:31](=[O:40])[CH:32]([S:36][C:37](=[O:39])[CH3:38])[CH:33]([CH3:35])[CH3:34])[CH2:29][CH2:28][CH2:27][CH2:26]1)=[O:24])[CH2:6][C:7]1[CH:8]=[N:9][C:10]([C:13]2[CH:18]=[CH:17][CH:16]=[C:15]([N+:19]([O-])=O)[CH:14]=2)=[CH:11][CH:12]=1)[CH3:2]. Product: [CH2:1]([O:3][C:4](=[O:41])[CH:5]([NH:22][C:23]([C:25]1([NH:30][C:31](=[O:40])[CH:32]([S:36][C:37](=[O:39])[CH3:38])[CH:33]([CH3:35])[CH3:34])[CH2:26][CH2:27][CH2:28][CH2:29]1)=[O:24])[CH2:6][C:7]1[CH:8]=[N:9][C:10]([C:13]2[CH:18]=[CH:17][CH:16]=[C:15]([NH2:19])[CH:14]=2)=[CH:11][CH:12]=1)[CH3:2]. The catalyst class is: 50. (3) Reactant: C1CCN(C(N=NC(N2CCCCC2)=O)=O)CC1.[CH3:19][O:20][C:21]1[CH:25]=[C:24]([C:26]2[CH:27]=[C:28]([OH:38])[CH:29]=[CH:30][C:31]=2[O:32][CH:33]([CH3:37])[CH2:34][O:35][CH3:36])[NH:23][N:22]=1.[CH3:39][S:40]([C:43]1[CH:48]=[CH:47][C:46]([CH2:49]O)=[CH:45][CH:44]=1)(=[O:42])=[O:41].C(P(CCCC)CCCC)CCC. Product: [CH3:19][O:20][C:21]1[CH:25]=[C:24]([C:26]2[CH:27]=[C:28]([O:38][CH2:49][C:46]3[CH:45]=[CH:44][C:43]([S:40]([CH3:39])(=[O:42])=[O:41])=[CH:48][CH:47]=3)[CH:29]=[CH:30][C:31]=2[O:32][CH:33]([CH3:37])[CH2:34][O:35][CH3:36])[NH:23][N:22]=1. The catalyst class is: 11. (4) Product: [NH2:22][C:20]1[N:21]=[C:16]2[CH:15]=[CH:14][C:13]([C:12]3[N:11]([CH:23]4[CH2:28][CH2:27][N:26]([C:34]([O:33][C:30]([CH3:32])([CH3:31])[CH3:29])=[O:35])[CH2:25][CH2:24]4)[CH:10]=[N:9][C:8]=3[C:5]3[CH:6]=[CH:7][C:2]([F:1])=[CH:3][CH:4]=3)=[N:18][N:17]2[CH:19]=1. Reactant: [F:1][C:2]1[CH:7]=[CH:6][C:5]([C:8]2[N:9]=[CH:10][N:11]([CH:23]3[CH2:28][CH2:27][NH:26][CH2:25][CH2:24]3)[C:12]=2[C:13]2[CH:14]=[CH:15][C:16]3[N:17]([CH:19]=[C:20]([NH2:22])[N:21]=3)[N:18]=2)=[CH:4][CH:3]=1.[CH3:29][C:30]([O:33][C:34](O[C:34]([O:33][C:30]([CH3:32])([CH3:31])[CH3:29])=[O:35])=[O:35])([CH3:32])[CH3:31]. The catalyst class is: 64.